This data is from CYP1A2 inhibition data for predicting drug metabolism from PubChem BioAssay. The task is: Regression/Classification. Given a drug SMILES string, predict its absorption, distribution, metabolism, or excretion properties. Task type varies by dataset: regression for continuous measurements (e.g., permeability, clearance, half-life) or binary classification for categorical outcomes (e.g., BBB penetration, CYP inhibition). Dataset: cyp1a2_veith. (1) The compound is S=c1[nH]c2cc(Cl)ccc2s1. The result is 1 (inhibitor). (2) The drug is C[C@H]1CCC[C@@H](C)N1. The result is 0 (non-inhibitor). (3) The molecule is CN1CC(c2ccccn2)C2(SC(=S)N(Cc3ccccc3)C2=O)C12C(=O)Nc1ccccc12. The result is 1 (inhibitor). (4) The molecule is Cc1c(C(=O)c2ccc3ccccc3c2)c2cccc3c2n1[C@H](CN1CCOCC1)CO3. The result is 0 (non-inhibitor). (5) The molecule is Cc1ncc([N+](=O)[O-])n1CCN=[N+]=[N-]. The result is 0 (non-inhibitor). (6) The drug is Cl.c1ccc(-c2nc(NCc3ccco3)c3oc4ccccc4c3n2)cc1. The result is 1 (inhibitor).